From a dataset of NCI-60 drug combinations with 297,098 pairs across 59 cell lines. Regression. Given two drug SMILES strings and cell line genomic features, predict the synergy score measuring deviation from expected non-interaction effect. (1) Drug 1: CC1CC(C(C(C=C(C(C(C=CC=C(C(=O)NC2=CC(=O)C(=C(C1)C2=O)OC)C)OC)OC(=O)N)C)C)O)OC. Drug 2: CCC1=C2N=C(C=C(N2N=C1)NCC3=C[N+](=CC=C3)[O-])N4CCCCC4CCO. Synergy scores: CSS=83.6, Synergy_ZIP=2.58, Synergy_Bliss=1.84, Synergy_Loewe=-1.05, Synergy_HSA=3.25. Cell line: SW-620. (2) Drug 1: C1CCN(CC1)CCOC2=CC=C(C=C2)C(=O)C3=C(SC4=C3C=CC(=C4)O)C5=CC=C(C=C5)O. Drug 2: COC1=NC(=NC2=C1N=CN2C3C(C(C(O3)CO)O)O)N. Cell line: RPMI-8226. Synergy scores: CSS=-11.6, Synergy_ZIP=12.6, Synergy_Bliss=11.2, Synergy_Loewe=-2.37, Synergy_HSA=-3.58. (3) Drug 1: COC1=C(C=C2C(=C1)N=CN=C2NC3=CC(=C(C=C3)F)Cl)OCCCN4CCOCC4. Drug 2: COC1=C2C(=CC3=C1OC=C3)C=CC(=O)O2. Cell line: HCT116. Synergy scores: CSS=1.45, Synergy_ZIP=-4.99, Synergy_Bliss=-4.06, Synergy_Loewe=-9.76, Synergy_HSA=-3.36. (4) Drug 1: C1=CC(=CC=C1CCC2=CNC3=C2C(=O)NC(=N3)N)C(=O)NC(CCC(=O)O)C(=O)O. Cell line: SK-MEL-2. Synergy scores: CSS=14.0, Synergy_ZIP=3.62, Synergy_Bliss=7.54, Synergy_Loewe=5.50, Synergy_HSA=6.13. Drug 2: CC1C(C(=O)NC(C(=O)N2CCCC2C(=O)N(CC(=O)N(C(C(=O)O1)C(C)C)C)C)C(C)C)NC(=O)C3=C4C(=C(C=C3)C)OC5=C(C(=O)C(=C(C5=N4)C(=O)NC6C(OC(=O)C(N(C(=O)CN(C(=O)C7CCCN7C(=O)C(NC6=O)C(C)C)C)C)C(C)C)C)N)C. (5) Drug 1: C1=NC(=NC(=O)N1C2C(C(C(O2)CO)O)O)N. Drug 2: C1CN1C2=NC(=NC(=N2)N3CC3)N4CC4. Cell line: SNB-19. Synergy scores: CSS=22.1, Synergy_ZIP=-1.76, Synergy_Bliss=1.96, Synergy_Loewe=-5.57, Synergy_HSA=3.58.